Dataset: Forward reaction prediction with 1.9M reactions from USPTO patents (1976-2016). Task: Predict the product of the given reaction. (1) Given the reactants [OH:1][C:2]1[CH:7]=[CH:6][C:5]([CH2:8][CH2:9][C:10]([O:12][CH2:13][CH3:14])=[O:11])=[CH:4][CH:3]=1.[H-].[Na+].Br[CH2:18][CH2:19][CH2:20][C:21]1[CH:26]=[CH:25][CH:24]=[CH:23][CH:22]=1.O, predict the reaction product. The product is: [C:21]1([CH2:20][CH2:19][CH2:18][O:1][C:2]2[CH:3]=[CH:4][C:5]([CH2:8][CH2:9][C:10]([O:12][CH2:13][CH3:14])=[O:11])=[CH:6][CH:7]=2)[CH:26]=[CH:25][CH:24]=[CH:23][CH:22]=1. (2) Given the reactants [NH2:1][C:2]1[N:7]=[C:6]([S:8][CH2:9][CH2:10][C:11]([OH:13])=O)[CH:5]=[C:4]([Cl:14])[N:3]=1.O.ON1C2C=CC=CC=2N=N1.[CH3:26][O:27][C:28](=[O:42])[C@@H:29]([NH2:41])[CH2:30][CH2:31][CH2:32][NH:33][C:34]([O:36][C:37]([CH3:40])([CH3:39])[CH3:38])=[O:35].Cl.C(N=C=NCCCN(C)C)C.C(N(C(C)C)CC)(C)C, predict the reaction product. The product is: [CH3:26][O:27][C:28](=[O:42])[C@@H:29]([NH:41][C:11](=[O:13])[CH2:10][CH2:9][S:8][C:6]1[CH:5]=[C:4]([Cl:14])[N:3]=[C:2]([NH2:1])[N:7]=1)[CH2:30][CH2:31][CH2:32][NH:33][C:34]([O:36][C:37]([CH3:38])([CH3:40])[CH3:39])=[O:35]. (3) Given the reactants [I:1][C:2]1[CH:7]=[CH:6][C:5]([N:8]2[C:12](=[O:13])[CH2:11][C:10](=[O:14])[NH:9]2)=[CH:4][CH:3]=1.Cl.[CH3:16][O:17][C:18](=[O:28])C1C=C(I)C=CC=1NN.CCOC(C)=O, predict the reaction product. The product is: [CH3:16][O:17][C:18](=[O:28])[C:6]1[CH:7]=[C:2]([I:1])[CH:3]=[CH:4][C:5]=1[N:8]1[C:12](=[O:13])[CH2:11][C:10](=[O:14])[NH:9]1. (4) Given the reactants I.[Cl:2][C:3]1[CH:4]=[C:5]([C@H:9]2[C@@H:13]([C:14]3[CH:19]=[CH:18][CH:17]=[C:16]([Cl:20])[CH:15]=3)[NH:12][C:11]([S:21][CH3:22])=[N:10]2)[CH:6]=[CH:7][CH:8]=1.[C:23]([O:27][C:28](O[C:28]([O:27][C:23]([CH3:26])([CH3:25])[CH3:24])=[O:29])=[O:29])([CH3:26])([CH3:25])[CH3:24].C(N(CC)C(C)C)(C)C, predict the reaction product. The product is: [Cl:2][C:3]1[CH:4]=[C:5]([C@H:9]2[C@@H:13]([C:14]3[CH:19]=[CH:18][CH:17]=[C:16]([Cl:20])[CH:15]=3)[N:12]([C:28]([O:27][C:23]([CH3:26])([CH3:25])[CH3:24])=[O:29])[C:11]([S:21][CH3:22])=[N:10]2)[CH:6]=[CH:7][CH:8]=1. (5) Given the reactants [CH:1]1([NH:4][C:5]([NH:7][C:8]2[CH:13]=[CH:12][C:11]([C:14]3[N:15]=[C:16]([N:24]4[CH2:29][CH2:28][O:27][CH2:26][C@@H:25]4[CH3:30])[C:17]4[CH2:23][CH2:22][NH:21][CH2:20][C:18]=4[N:19]=3)=[CH:10][CH:9]=2)=[O:6])[CH2:3][CH2:2]1.[CH3:31][O:32][C:33](Cl)=[O:34], predict the reaction product. The product is: [CH:1]1([NH:4][C:5](=[O:6])[NH:7][C:8]2[CH:9]=[CH:10][C:11]([C:14]3[N:15]=[C:16]([N:24]4[CH2:29][CH2:28][O:27][CH2:26][C@@H:25]4[CH3:30])[C:17]4[CH2:23][CH2:22][N:21]([C:33]([O:32][CH3:31])=[O:34])[CH2:20][C:18]=4[N:19]=3)=[CH:12][CH:13]=2)[CH2:2][CH2:3]1. (6) Given the reactants N[C:2]1[CH:3]=[CH:4][C:5]([C:12]2[CH:17]=[CH:16][CH:15]=[CH:14][CH:13]=2)=[C:6]2[C:10]=1[C:9](=[O:11])[NH:8][CH2:7]2.[I-:18].[K+].II.N(OC(C)(C)C)=O.S([O-])([O-])(=O)=S.[Na+].[Na+], predict the reaction product. The product is: [I:18][C:2]1[CH:3]=[CH:4][C:5]([C:12]2[CH:17]=[CH:16][CH:15]=[CH:14][CH:13]=2)=[C:6]2[C:10]=1[C:9](=[O:11])[NH:8][CH2:7]2. (7) Given the reactants [CH3:1][C:2]1([CH3:28])[CH2:7][CH2:6][C:5]([C:8]2[CH:13]=[C:12]([C:14]([OH:17])([CH3:16])[CH3:15])[CH:11]=[CH:10][C:9]=2[NH:18][C:19]([C:21]2[NH:22][CH:23]=[C:24]([C:26]#[N:27])[N:25]=2)=[O:20])=[CH:4][CH2:3]1.C(Cl)(=O)C(Cl)=O.O[CH2:36][CH2:37][N:38]1[CH2:43][CH2:42][O:41][CH2:40][CH2:39]1.CCOC(C)=O, predict the reaction product. The product is: [CH3:1][C:2]1([CH3:28])[CH2:7][CH2:6][C:5]([C:8]2[CH:13]=[C:12]([C:14]([CH3:15])([O:17][CH2:36][CH2:37][N:38]3[CH2:43][CH2:42][O:41][CH2:40][CH2:39]3)[CH3:16])[CH:11]=[CH:10][C:9]=2[NH:18][C:19]([C:21]2[NH:22][CH:23]=[C:24]([C:26]#[N:27])[N:25]=2)=[O:20])=[CH:4][CH2:3]1. (8) Given the reactants [CH:1]1[C:6]([C:7]([CH2:9]Br)=O)=[CH:5][CH:4]=[C:3]([Br:11])[CH:2]=1.[C:12]([NH2:15])(=[S:14])[CH3:13], predict the reaction product. The product is: [Br:11][C:3]1[CH:4]=[CH:5][C:6]([C:7]2[N:15]=[C:12]([CH3:13])[S:14][CH:9]=2)=[CH:1][CH:2]=1. (9) Given the reactants [CH3:1][S:2](Cl)(=[O:4])=[O:3].[C:6]([O:10][C:11]([NH:13][CH2:14][CH2:15][CH2:16][CH2:17][N:18]([C:49]([O:51][C:52]([CH3:55])([CH3:54])[CH3:53])=[O:50])[CH2:19][CH:20]([CH:28]([CH2:37][CH2:38][CH2:39][CH2:40][NH:41][C:42]([O:44][C:45]([CH3:48])([CH3:47])[CH3:46])=[O:43])[NH:29][C:30]([O:32][C:33]([CH3:36])([CH3:35])[CH3:34])=[O:31])[CH2:21][CH2:22][CH2:23][CH2:24][CH2:25][CH2:26][OH:27])=[O:12])([CH3:9])([CH3:8])[CH3:7].C(N(CC)CC)C, predict the reaction product. The product is: [CH3:1][S:2]([O:27][CH2:26][CH2:25][CH2:24][CH2:23][CH2:22][CH2:21][CH:20]([CH:28]([CH2:37][CH2:38][CH2:39][CH2:40][NH:41][C:42]([O:44][C:45]([CH3:48])([CH3:47])[CH3:46])=[O:43])[NH:29][C:30]([O:32][C:33]([CH3:36])([CH3:35])[CH3:34])=[O:31])[CH2:19][N:18]([CH2:17][CH2:16][CH2:15][CH2:14][NH:13][C:11]([O:10][C:6]([CH3:7])([CH3:8])[CH3:9])=[O:12])[C:49]([O:51][C:52]([CH3:55])([CH3:54])[CH3:53])=[O:50])(=[O:4])=[O:3].